Dataset: Full USPTO retrosynthesis dataset with 1.9M reactions from patents (1976-2016). Task: Predict the reactants needed to synthesize the given product. (1) Given the product [ClH:22].[CH3:21][C:9]1([C:17]([O:19][CH3:20])=[O:18])[C:10]2[C:15](=[CH:14][CH:13]=[CH:12][CH:11]=2)[CH2:16][NH:8]1, predict the reactants needed to synthesize it. The reactants are: C([N:8]1[CH2:16][C:15]2[C:10](=[CH:11][CH:12]=[CH:13][CH:14]=2)[C:9]1([CH3:21])[C:17]([O:19][CH3:20])=[O:18])(OC(C)(C)C)=O.[ClH:22]. (2) Given the product [F:1][C:2]([F:6])([F:5])[CH2:3][O:4][S:17]([C:20]([F:23])([F:22])[F:21])(=[O:18])=[O:16], predict the reactants needed to synthesize it. The reactants are: [F:1][C:2]([F:6])([F:5])[CH2:3][OH:4].N1C=CC=CC=1.C(Cl)Cl.[O:16](S(C(F)(F)F)(=O)=O)[S:17]([C:20]([F:23])([F:22])[F:21])(=O)=[O:18]. (3) Given the product [Cl:8][C:9]1[CH:14]=[C:13]([O:7][CH2:3][C:4]#[C:5][CH3:6])[N:12]=[CH:11][N:10]=1, predict the reactants needed to synthesize it. The reactants are: [H-].[Na+].[CH2:3]([OH:7])[C:4]#[C:5][CH3:6].[Cl:8][C:9]1[CH:14]=[C:13](Cl)[N:12]=[CH:11][N:10]=1.[Cl-].[NH4+]. (4) Given the product [OH2:20].[ClH:1].[Cl:66][C:6]1[CH:7]=[CH:8][C:3]([NH:2][C:10]2[C:19]3[C:14](=[CH:15][C:16]([O:22][CH2:51][C:50]#[C:49][CH2:48][N:45]4[CH2:46][CH2:47][O:42][CH2:43][CH2:44]4)=[C:17]([O:20][CH3:21])[CH:18]=3)[N:13]=[CH:12][N:11]=2)=[C:4]([F:9])[CH:5]=1, predict the reactants needed to synthesize it. The reactants are: [Cl:1][N:2]([C:10]1[C:19]2[C:14](=[CH:15][C:16]([OH:22])=[C:17]([O:20][CH3:21])[CH:18]=2)[N:13]=[CH:12][N:11]=1)[C:3]1[CH:8]=[CH:7][CH:6]=[CH:5][C:4]=1[F:9].C1(P(C2C=CC=CC=2)C2C=CC=CC=2)C=CC=CC=1.[O:42]1[CH2:47][CH2:46][N:45]([CH2:48][C:49]#[C:50][CH2:51]O)[CH2:44][CH2:43]1.N(C(OCC)=O)=NC(OCC)=O.C(Cl)[Cl:66].